From a dataset of Forward reaction prediction with 1.9M reactions from USPTO patents (1976-2016). Predict the product of the given reaction. (1) Given the reactants [C:1]([C:5]1[CH:34]=[CH:33][C:8]([C:9]([N:11]2[CH2:16][CH:15]3[CH:13]([CH:14]3[CH2:17][N:18]([C:26]3[CH:27]=[N:28][C:29](Cl)=[CH:30][CH:31]=3)[C:19]([C:21]3[S:22][CH:23]=[CH:24][CH:25]=3)=[O:20])[CH2:12]2)=[O:10])=[CH:7][CH:6]=1)([CH3:4])([CH3:3])[CH3:2], predict the reaction product. The product is: [C:1]([C:5]1[CH:34]=[CH:33][C:8]([C:9]([N:11]2[CH2:16][CH:15]3[CH:13]([CH:14]3[CH2:17][N:18]([C:26]3[CH:31]=[CH:30][C:29]([N:11]4[CH2:16][CH2:15][CH2:14][CH2:13][CH2:12]4)=[N:28][CH:27]=3)[C:19]([C:21]3[S:22][CH:23]=[CH:24][CH:25]=3)=[O:20])[CH2:12]2)=[O:10])=[CH:7][CH:6]=1)([CH3:4])([CH3:3])[CH3:2]. (2) Given the reactants CC1(C)[CH2:6][O:5][C:4]2=[CH:7][C:8]3[O:9][CH2:10][C:11]4([C:21]=3[CH:22]=[C:3]12)[C:19]1[C:14](=[CH:15][CH:16]=[CH:17][CH:18]=1)[NH:13][C:12]4=[O:20].Br[CH2:25][CH2:26][CH2:27][CH:28]1[CH2:30][CH2:29]1.BrCC1[O:34]C(C(F)(F)F)=CC=1, predict the reaction product. The product is: [CH:28]1([CH2:27][CH2:26][CH2:25][N:13]2[C:14]3[C:19](=[CH:18][CH:17]=[CH:16][CH:15]=3)[C:11]3([C:21]4=[CH:22][C:3]5[O:34][CH2:6][O:5][C:4]=5[CH:7]=[C:8]4[O:9][CH2:10]3)[C:12]2=[O:20])[CH2:30][CH2:29]1. (3) The product is: [F:27][C:25]([F:26])([F:28])[C:21]1[CH:20]=[C:19]([C:17]2[N:18]=[C:14]([C:11]3([OH:37])[CH2:10][CH2:9][NH:8][CH2:13][CH2:12]3)[NH:15][CH:16]=2)[CH:24]=[CH:23][CH:22]=1. Given the reactants C(OC([N:8]1[CH2:13][CH2:12][C:11]([OH:37])([C:14]2[N:15](COCC[Si](C)(C)C)[CH:16]=[C:17]([C:19]3[CH:24]=[CH:23][CH:22]=[C:21]([C:25]([F:28])([F:27])[F:26])[CH:20]=3)[N:18]=2)[CH2:10][CH2:9]1)=O)(C)(C)C.C(O)C.Cl, predict the reaction product. (4) Given the reactants [Cl:1][C:2]1[CH:7]=[C:6]([N+:8]([O-:10])=[O:9])[CH:5]=[C:4]([Cl:11])[C:3]=1I.[CH:13]1([B-](F)(F)F)[CH2:15][CH2:14]1.[K+].C(=O)([O-])[O-].[K+].[K+].O1CCCC1, predict the reaction product. The product is: [Cl:1][C:2]1[CH:7]=[C:6]([N+:8]([O-:10])=[O:9])[CH:5]=[C:4]([Cl:11])[C:3]=1[CH:13]1[CH2:15][CH2:14]1. (5) The product is: [CH3:31][C:2]1[C:10]2[C:5](=[CH:6][CH:7]=[C:8]([C:11]3[CH:12]=[C:13]([NH:17][C@H:18]([C:25]4[CH:26]=[CH:27][CH:28]=[CH:29][CH:30]=4)[CH2:19][NH:20][CH2:21][CH2:22][OH:23])[CH:14]=[N:15][CH:16]=3)[CH:9]=2)[NH:4][N:3]=1. Given the reactants F[C:2]1[C:10]2[C:5](=[CH:6][CH:7]=[C:8]([C:11]3[CH:12]=[C:13]([NH:17][C@H:18]([C:25]4[CH:30]=[CH:29][CH:28]=[CH:27][CH:26]=4)[CH2:19][NH:20][C:21](=O)[CH2:22][OH:23])[CH:14]=[N:15][CH:16]=3)[CH:9]=2)[NH:4][N:3]=1.[CH2:31]1COCC1, predict the reaction product.